Predict the product of the given reaction. From a dataset of Forward reaction prediction with 1.9M reactions from USPTO patents (1976-2016). (1) Given the reactants [CH2:1]([O:3][C:4](=[O:15])[CH:5](P(OCC)(OCC)=O)[CH3:6])[CH3:2].C(N(C(C)C)CC)(C)C.[Cl-].[Li+].[CH3:27][C:28]1([C:33]2[N:38]=[C:37]([CH:39]=O)[CH:36]=[CH:35][CH:34]=2)[O:32][CH2:31][CH2:30][O:29]1, predict the reaction product. The product is: [CH2:1]([O:3][C:4](=[O:15])[C:5]([CH3:6])=[CH:39][C:37]1[CH:36]=[CH:35][CH:34]=[C:33]([C:28]2([CH3:27])[O:29][CH2:30][CH2:31][O:32]2)[N:38]=1)[CH3:2]. (2) Given the reactants Cl[C:2]1[N:7]=[C:6]([Cl:8])[N:5]=[C:4]2[N:9]([C:14]3[CH:19]=[CH:18][CH:17]=[CH:16][CH:15]=3)[N:10]=[C:11]([CH2:12][CH3:13])[C:3]=12.N.[Na+].[Cl-], predict the reaction product. The product is: [Cl:8][C:6]1[N:5]=[C:4]2[N:9]([C:14]3[CH:19]=[CH:18][CH:17]=[CH:16][CH:15]=3)[N:10]=[C:11]([CH2:12][CH3:13])[C:3]2=[CH:2][N:7]=1. (3) Given the reactants [Br:1][C:2]1[CH:10]=[CH:9][C:5]([C:6](Cl)=[O:7])=[CH:4][CH:3]=1.Br[C:12]1[CH:18]=[CH:17][CH:16]=[CH:15][C:13]=1[NH2:14].C([O-])([O-])=O.[Cs+].[Cs+].N1C2C(=CC=C3C=2N=CC=C3)C=CC=1, predict the reaction product. The product is: [Br:1][C:2]1[CH:10]=[CH:9][C:5]([C:6]2[O:7][C:12]3[CH:18]=[CH:17][CH:16]=[CH:15][C:13]=3[N:14]=2)=[CH:4][CH:3]=1. (4) Given the reactants [CH2:1]([O:9][C:10]([NH:12][CH2:13][CH2:14][C:15]([OH:17])=O)=[O:11])[CH2:2][CH2:3][CH2:4][CH2:5][CH2:6][CH2:7][CH3:8].[B-](F)(F)(F)F.CN(C(ON1C(=O)C2C([C@H]3C=C[C@@H]2C3)C1=O)=[N+](C)C)C.[NH2:43][C@H:44]([C:51]([OH:53])=[O:52])[CH2:45][C:46]1[N:50]=[CH:49][NH:48][CH:47]=1.[OH-].[Na+].Cl, predict the reaction product. The product is: [CH2:1]([O:9][C:10]([NH:12][CH2:13][CH2:14][C:15]([NH:43][C@H:44]([C:51]([OH:53])=[O:52])[CH2:45][C:46]1[N:50]=[CH:49][NH:48][CH:47]=1)=[O:17])=[O:11])[CH2:2][CH2:3][CH2:4][CH2:5][CH2:6][CH2:7][CH3:8]. (5) Given the reactants [Cl:1][C:2]1[NH:7][C:6](=[O:8])[C:5]([N+:9]([O-:11])=[O:10])=[C:4](O)[C:3]=1[CH3:13].C(N(CC)CC)C.[F:21][C:22]([F:35])([F:34])[S:23](O[S:23]([C:22]([F:35])([F:34])[F:21])(=[O:25])=[O:24])(=[O:25])=[O:24].[NH2:36][CH2:37][CH2:38][O:39][CH2:40][CH2:41][NH:42][C:43](=[O:49])[O:44][C:45]([CH3:48])([CH3:47])[CH3:46], predict the reaction product. The product is: [C:45]([O:44][C:43]([NH:42][CH2:41][CH2:40][O:39][CH2:38][CH2:37][NH:36][C:4]1[C:3]([CH3:13])=[C:2]([Cl:1])[N:7]=[C:6]([O:8][S:23]([C:22]([F:35])([F:34])[F:21])(=[O:25])=[O:24])[C:5]=1[N+:9]([O-:11])=[O:10])=[O:49])([CH3:48])([CH3:47])[CH3:46]. (6) Given the reactants [Br-].C([P+]([C:18]1[CH:23]=[CH:22][CH:21]=[CH:20][CH:19]=1)([C:18]1[CH:23]=[CH:22][CH:21]=[CH:20][CH:19]=1)[C:18]1[CH:23]=[CH:22][CH:21]=[CH:20][CH:19]=1)(C)C.C[Si](C)(C)[N-][Si](C)(C)C.[K+].C(C1C=CC([C:41]([O:43][CH3:44])=[O:42])=CC=1)(=O)C.[C:47]1([CH3:53])[CH:52]=[CH:51]C=C[CH:48]=1, predict the reaction product. The product is: [CH3:48][C:47]([CH3:53])=[C:52]([C:18]1[CH:19]=[CH:20][C:21]([C:41]([O:43][CH3:44])=[O:42])=[CH:22][CH:23]=1)[CH3:51].